From a dataset of Full USPTO retrosynthesis dataset with 1.9M reactions from patents (1976-2016). Predict the reactants needed to synthesize the given product. (1) Given the product [CH3:43][C:40]1([CH3:44])[O:39][CH:38]([CH2:37][O:31][C:27]2[N:26]=[C:25]([CH2:24][N:5]3[C:6]4[C:11](=[C:10]([NH:12][C:13]([C:15]5[N:19]6[CH:20]=[CH:21][CH:22]=[CH:23][C:18]6=[N:17][CH:16]=5)=[O:14])[CH:9]=[CH:8][CH:7]=4)[C:3]([CH2:1][CH3:2])=[N:4]3)[CH:30]=[CH:29][CH:28]=2)[CH2:42][O:41]1, predict the reactants needed to synthesize it. The reactants are: [CH2:1]([C:3]1[C:11]2[C:6](=[CH:7][CH:8]=[CH:9][C:10]=2[NH:12][C:13]([C:15]2[N:19]3[CH:20]=[CH:21][CH:22]=[CH:23][C:18]3=[N:17][CH:16]=2)=[O:14])[N:5]([CH2:24][C:25]2[CH:30]=[CH:29][CH:28]=[C:27]([OH:31])[N:26]=2)[N:4]=1)[CH3:2].CS(O[CH2:37][CH:38]1[CH2:42][O:41][C:40]([CH3:44])([CH3:43])[O:39]1)(=O)=O.C([O-])([O-])=O.[Cs+].[Cs+]. (2) Given the product [Cl:19][C:18]1[CH:17]=[C:16]2[C:12]([C:13]([NH:28][C:29](=[O:33])[CH2:30][CH2:31][CH3:32])=[N:14][N:15]2[CH2:20][O:21][CH2:22][CH2:23][Si:24]([CH3:27])([CH3:25])[CH3:26])=[CH:11][C:10]=1[C:3]1[CH:4]=[CH:5][O:1][CH:2]=1, predict the reactants needed to synthesize it. The reactants are: [O:1]1[CH:5]=[CH:4][C:3](B(O)O)=[CH:2]1.Br[C:10]1[CH:11]=[C:12]2[C:16](=[CH:17][C:18]=1[Cl:19])[N:15]([CH2:20][O:21][CH2:22][CH2:23][Si:24]([CH3:27])([CH3:26])[CH3:25])[N:14]=[C:13]2[NH:28][C:29](=[O:33])[CH2:30][CH2:31][CH3:32].C(=O)([O-])[O-].[Na+].[Na+].